From a dataset of Forward reaction prediction with 1.9M reactions from USPTO patents (1976-2016). Predict the product of the given reaction. (1) Given the reactants [Cl:1][C:2]1[CH:3]=[C:4]([NH:19][C:20]2[C:30]3[CH:29]=[C:28]([C:31](O)=[O:32])[CH2:27][CH2:26][NH:25][C:24]=3[N:23]=[CH:22][N:21]=2)[CH:5]=[CH:6][C:7]=1[O:8][C:9]1[CH:14]=[CH:13][CH:12]=[C:11]([C:15]([F:18])([F:17])[F:16])[CH:10]=1.Cl.[NH2:35][CH2:36][CH:37]([CH3:42])[O:38][CH2:39][CH2:40][OH:41].ON1C2C=CC=CC=2N=N1.Cl.C(N=C=NCCCN(C)C)C, predict the reaction product. The product is: [Cl:1][C:2]1[CH:3]=[C:4]([NH:19][C:20]2[C:30]3[CH:29]=[C:28]([C:31]([NH:35][CH2:36][CH:37]([O:38][CH2:39][CH2:40][OH:41])[CH3:42])=[O:32])[CH2:27][CH2:26][NH:25][C:24]=3[N:23]=[CH:22][N:21]=2)[CH:5]=[CH:6][C:7]=1[O:8][C:9]1[CH:14]=[CH:13][CH:12]=[C:11]([C:15]([F:18])([F:17])[F:16])[CH:10]=1. (2) Given the reactants [CH2:1]([O:8][C:9]([N:11]1[CH2:15][C@H:14](OC(C)(C)C)[CH2:13][C@H:12]1[C:21]1[O:22][C:23]2[CH:29]=[CH:28][CH:27]=[CH:26][C:24]=2[N:25]=1)=[O:10])[C:2]1[CH:7]=[CH:6][CH:5]=[CH:4][CH:3]=1.C(OC([N:40]1C[C@@H](N)C[C@H]1C1OC=CN=1)=O)C1C=CC=CC=1, predict the reaction product. The product is: [CH2:1]([O:8][C:9]([N:11]1[CH2:15][C@@H:14]([NH2:40])[CH2:13][C@H:12]1[C:21]1[O:22][C:23]2[CH:29]=[CH:28][CH:27]=[CH:26][C:24]=2[N:25]=1)=[O:10])[C:2]1[CH:7]=[CH:6][CH:5]=[CH:4][CH:3]=1. (3) Given the reactants [C:1]([C:4]1[C:12]2[C:7](=[CH:8][CH:9]=[C:10]([C:13]([O:15][CH3:16])=[O:14])[CH:11]=2)[NH:6][CH:5]=1)(=[O:3])[CH3:2].C([O-])([O-])=O.[K+].[K+].Br[CH2:24][C:25]([O:27][C:28]([CH3:31])([CH3:30])[CH3:29])=[O:26], predict the reaction product. The product is: [C:1]([C:4]1[C:12]2[C:7](=[CH:8][CH:9]=[C:10]([C:13]([O:15][CH3:16])=[O:14])[CH:11]=2)[N:6]([CH2:24][C:25]([O:27][C:28]([CH3:31])([CH3:30])[CH3:29])=[O:26])[CH:5]=1)(=[O:3])[CH3:2]. (4) Given the reactants [N:1]1[NH:2][N:3]=[N:4][C:5]=1[C:6]1[CH:7]=[C:8]2[C:12](=[CH:13][CH:14]=1)[N:11]([CH:15]1[CH2:20][CH2:19][CH2:18][CH2:17][O:16]1)[N:10]=[C:9]2[Br:21].[C:22]1([C:28](Cl)([C:35]2[CH:40]=[CH:39][CH:38]=[CH:37][CH:36]=2)[C:29]2[CH:34]=[CH:33][CH:32]=[CH:31][CH:30]=2)[CH:27]=[CH:26][CH:25]=[CH:24][CH:23]=1.C(N(CC)CC)C, predict the reaction product. The product is: [Br:21][C:9]1[C:8]2[C:12](=[CH:13][CH:14]=[C:6]([C:5]3[N:4]=[N:3][N:2]([C:28]([C:22]4[CH:27]=[CH:26][CH:25]=[CH:24][CH:23]=4)([C:35]4[CH:36]=[CH:37][CH:38]=[CH:39][CH:40]=4)[C:29]4[CH:30]=[CH:31][CH:32]=[CH:33][CH:34]=4)[N:1]=3)[CH:7]=2)[N:11]([CH:15]2[CH2:20][CH2:19][CH2:18][CH2:17][O:16]2)[N:10]=1. (5) Given the reactants [C:1]([C:3]1[C:4]([N:21]2[CH2:26][CH2:25][CH:24]([C:27]([OH:29])=O)[CH2:23][CH2:22]2)=[N:5][C:6]([CH2:14][N:15]2[CH2:19][CH2:18][CH2:17][C:16]2=[O:20])=[C:7]([C:9]([O:11][CH2:12][CH3:13])=[O:10])[CH:8]=1)#[N:2].[C:30]1([NH:36][S:37]([NH2:40])(=[O:39])=[O:38])[CH:35]=[CH:34][CH:33]=[CH:32][CH:31]=1, predict the reaction product. The product is: [NH:36]([S:37]([NH:40][C:27]([CH:24]1[CH2:23][CH2:22][N:21]([C:4]2[C:3]([C:1]#[N:2])=[CH:8][C:7]([C:9]([O:11][CH2:12][CH3:13])=[O:10])=[C:6]([CH2:14][N:15]3[CH2:19][CH2:18][CH2:17][C:16]3=[O:20])[N:5]=2)[CH2:26][CH2:25]1)=[O:29])(=[O:38])=[O:39])[C:30]1[CH:31]=[CH:32][CH:33]=[CH:34][CH:35]=1.